Dataset: CYP3A4 inhibition data for predicting drug metabolism from PubChem BioAssay. Task: Regression/Classification. Given a drug SMILES string, predict its absorption, distribution, metabolism, or excretion properties. Task type varies by dataset: regression for continuous measurements (e.g., permeability, clearance, half-life) or binary classification for categorical outcomes (e.g., BBB penetration, CYP inhibition). Dataset: cyp3a4_veith. (1) The compound is CCN(CC)CCNC(=O)COc1ccc(OC)cc1. The result is 0 (non-inhibitor). (2) The result is 1 (inhibitor). The molecule is Cc1cc(C)n(C(=O)CCCCCCCCC(=O)n2nc(C)cc2C)n1. (3) The molecule is CC(=O)NCCc1ccc(O)c(O)c1. The result is 0 (non-inhibitor). (4) The drug is CN(C)c1ccc(-c2cc(NCc3cccnc3)ncn2)cc1. The result is 1 (inhibitor). (5) The compound is N#CCCn1c(=O)c(-c2cccc(C#N)c2)nc2cnc(Oc3cccc(Cl)c3)nc21. The result is 0 (non-inhibitor). (6) The compound is COc1ccc2c(c1)C(=NN)c1cc(OC)ccc1-2. The result is 1 (inhibitor). (7) The molecule is Cc1ccc(S(=O)(=O)/C(C#N)=C/c2c(N3CC(C)OC(C)C3)nc3ccccn3c2=O)cc1. The result is 1 (inhibitor).